Dataset: Forward reaction prediction with 1.9M reactions from USPTO patents (1976-2016). Task: Predict the product of the given reaction. (1) Given the reactants [Br:1][C:2]1[CH:3]=[CH:4][C:5]([CH3:10])=[C:6]([CH:9]=1)[CH2:7][NH2:8].CO[C:13](=[NH:21])[CH:14]([O:18][CH2:19][CH3:20])[O:15][CH2:16][CH3:17], predict the reaction product. The product is: [Br:1][C:2]1[CH:3]=[CH:4][C:5]([CH3:10])=[C:6]([CH:9]=1)[CH2:7][NH:8][C:13](=[NH:21])[CH:14]([O:18][CH2:19][CH3:20])[O:15][CH2:16][CH3:17]. (2) Given the reactants C(O[BH-](OC(=O)C)OC(=O)C)(=O)C.[Na+].[NH2:15][C:16]1[C:17]2[C:24]([I:25])=[CH:23][N:22]([CH:26]3[CH2:29][C:28](=O)[CH2:27]3)[C:18]=2[N:19]=[CH:20][N:21]=1.[C:31]([N:34]1[CH2:39][CH2:38][NH:37][CH2:36][CH2:35]1)(=[O:33])[CH3:32].C(O)(=O)C, predict the reaction product. The product is: [NH2:15][C:16]1[C:17]2[C:24]([I:25])=[CH:23][N:22]([CH:26]3[CH2:29][CH:28]([N:37]4[CH2:38][CH2:39][N:34]([C:31](=[O:33])[CH3:32])[CH2:35][CH2:36]4)[CH2:27]3)[C:18]=2[N:19]=[CH:20][N:21]=1.